Dataset: Peptide-MHC class I binding affinity with 185,985 pairs from IEDB/IMGT. Task: Regression. Given a peptide amino acid sequence and an MHC pseudo amino acid sequence, predict their binding affinity value. This is MHC class I binding data. The peptide sequence is WQQWDRQSL. The MHC is BoLA-HD6 with pseudo-sequence BoLA-HD6. The binding affinity (normalized) is 0.680.